Dataset: Reaction yield outcomes from USPTO patents with 853,638 reactions. Task: Predict the reaction yield, written as a fraction of the theoretical maximum amount of product (1.0 means a 100% yield; for example, 0.34 means a 34% yield). (1) The reactants are [CH3:1][O:2][C:3]1[CH:4]=[C:5]2[C:10](=[CH:11][C:12]=1[O:13][CH3:14])[N:9]=[CH:8][N:7]=[C:6]2[O:15][C:16]1[CH:26]=[CH:25][C:19]([O:20][CH2:21][C:22]([OH:24])=O)=[CH:18][CH:17]=1.CCN=C=NCCCN(C)C.Cl.C1C=CC2N(O)N=NC=2C=1.[CH2:49]1[C:58]2[C:53](=[CH:54][CH:55]=[CH:56][CH:57]=2)[CH2:52][CH2:51][NH:50]1.C(=O)([O-])O.[Na+]. The catalyst is C(Cl)(Cl)Cl.O. The product is [CH3:1][O:2][C:3]1[CH:4]=[C:5]2[C:10](=[CH:11][C:12]=1[O:13][CH3:14])[N:9]=[CH:8][N:7]=[C:6]2[O:15][C:16]1[CH:17]=[CH:18][C:19]([O:20][CH2:21][C:22]([N:50]2[CH2:51][CH2:52][C:53]3[C:58](=[CH:57][CH:56]=[CH:55][CH:54]=3)[CH2:49]2)=[O:24])=[CH:25][CH:26]=1. The yield is 0.300. (2) The reactants are N1C=CC=CC=1CCN.C(I)CCCC.[N:16]1[CH:21]=[CH:20][CH:19]=[CH:18][C:17]=1[CH2:22][CH2:23][NH:24][CH2:25][CH2:26][CH2:27][CH2:28][CH3:29].Cl[C:31]([O:33][CH3:34])=[O:32]. No catalyst specified. The product is [CH2:25]([N:24]([CH2:23][CH2:22][C:17]1[CH:18]=[CH:19][CH:20]=[CH:21][N:16]=1)[C:31](=[O:32])[O:33][CH3:34])[CH2:26][CH2:27][CH2:28][CH3:29]. The yield is 0.160.